Regression. Given a target protein amino acid sequence and a drug SMILES string, predict the binding affinity score between them. We predict pIC50 (pIC50 = -log10(IC50 in M); higher means more potent). Dataset: bindingdb_ic50. From a dataset of Drug-target binding data from BindingDB using IC50 measurements. (1) The small molecule is Cc1oc(S(=O)(=O)N2CCCCC2)cc1NC(=O)N[C@@H](C)c1ccccc1. The target protein (Q06000) has sequence MESKALLLVALGVWLQSLTAFRGGVAAADGGRDFSDIESKFALRTPEDTAEDTCHLIPGLADSVSNCHFNHSSKTFVVIHGWTVTGMYESWVPKLVAALYKREPDSNVIVVDWLYRAQQHYPVSAGYTKLVGNDVARFINWLEEEFNYPLDNVHLLGYSLGAHAAGVAGSLTNKKVNRITGLDPAGPNFEYAEAPSRLSPDDADFVDVLHTFTRGSPGRSIGIQKPVGHVDIYPNGGTFQPGCNIGEAIRVIAEKGLGDVDQLVKCSHERSIHLFIDSLLNEENPSKAYRCNSKEAFEKGLCLSCRKNRCNNVGYEINKVRAKRSSKMYLKTRSQMPYKVFHYQVKIHFSGTENDKQNNQAFEISLYGTVAESENIPFTLPEVATNKTYSFLIYTEVDIGELLMMKLKWKNDSYFRWSDWWSSPSFVIEKIRVKAGETQKKVIFCAREKVSHLQKGKDAAVFVKCHDKSLKKSG. The pIC50 is 6.4. (2) The small molecule is C/C1=C\[C@@H](C)[C@@H](C)OC(=O)C[C@H](c2ccc(O)cc2)NC(=O)[C@@H](Cc2c[nH]c3ccccc23)N(C)C(=O)[C@H](C)NC(=O)[C@@H](C)C1. The target protein sequence is MDSEVAALVIDNGSGMCKAGFAGDDAPRAVFPSIVGRPRHQGIMVGMGQKDSYVGDEAQSKRGILTLRYPIEHGIVTNWDDMEKIWHHTFYNELRVAPEEHPVLLTEAPMNPKSNREKMTQIMFETFNVPAFYVSIQAVLSLYSSGRTTGIVLDSGDGVTHVVPIYAGFSLPHAILRIDLAGRDLTDYLMKILSERGYSFSTTAEREIVRDIKEKLCYVALDFEQEMQTAAQSSSIEKSYELPDGQVITIGNERFRAPEALFHPSVLGLESAGIDQTTYNSIMKCDVDVRKELYGNIVMSGGTTMFPGIAERMQKEITALAPSSMKVKIIAPPEKKYSVWIGGSILASLTTFQQMWISKQEYDESGPSIVHHKCF. The pIC50 is 4.8.